Dataset: Full USPTO retrosynthesis dataset with 1.9M reactions from patents (1976-2016). Task: Predict the reactants needed to synthesize the given product. (1) Given the product [F:12][C:13]1[CH:18]=[CH:17][C:16]([C:2]2[N:7]=[C:6]([O:8][CH3:9])[C:5]([O:10][CH3:11])=[CH:4][N:3]=2)=[CH:15][CH:14]=1, predict the reactants needed to synthesize it. The reactants are: Cl[C:2]1[N:7]=[C:6]([O:8][CH3:9])[C:5]([O:10][CH3:11])=[CH:4][N:3]=1.[F:12][C:13]1[CH:18]=[CH:17][C:16](B(O)O)=[CH:15][CH:14]=1.C([O-])([O-])=O.[Na+].[Na+]. (2) Given the product [CH3:14][C@H:9]1[CH2:10][O:11][CH2:12][CH2:13][N:8]1[C:6]1[CH:5]=[C:4]([CH2:15][S:16]([CH3:19])(=[O:18])=[O:17])[N:3]=[C:2]([NH:25][C:22]2[CH:23]=[CH:24][NH:20][N:21]=2)[N:7]=1, predict the reactants needed to synthesize it. The reactants are: Cl[C:2]1[N:7]=[C:6]([N:8]2[CH2:13][CH2:12][O:11][CH2:10][C@@H:9]2[CH3:14])[CH:5]=[C:4]([CH2:15][S:16]([CH3:19])(=[O:18])=[O:17])[N:3]=1.[NH:20]1[CH:24]=[CH:23][C:22]([NH2:25])=[N:21]1.C(=O)([O-])[O-].[K+].[K+]. (3) Given the product [Br:3][C:4]1[CH:22]=[N:21][C:7]2[N:8]([CH2:19][CH3:20])[C:9]3[N:17]=[C:16]([Cl:18])[CH:15]=[CH:14][C:10]=3[N:11]([CH3:24])[C:12](=[O:13])[C:6]=2[CH:5]=1, predict the reactants needed to synthesize it. The reactants are: [H-].[Na+].[Br:3][C:4]1[CH:22]=[N:21][C:7]2[N:8]([CH2:19][CH3:20])[C:9]3[N:17]=[C:16]([Cl:18])[CH:15]=[CH:14][C:10]=3[NH:11][C:12](=[O:13])[C:6]=2[CH:5]=1.O.[CH3:24]N(C=O)C.